Dataset: Catalyst prediction with 721,799 reactions and 888 catalyst types from USPTO. Task: Predict which catalyst facilitates the given reaction. (1) Reactant: C(=O)([O-])[O-].[K+].[K+].[CH2:7]([O:14][C:15]1[CH:20]=[CH:19][C:18]([C:21]#[C:22][Si](C)(C)C)=[CH:17][CH:16]=1)[C:8]1[CH:13]=[CH:12][CH:11]=[CH:10][CH:9]=1. Product: [CH2:7]([O:14][C:15]1[CH:16]=[CH:17][C:18]([C:21]#[CH:22])=[CH:19][CH:20]=1)[C:8]1[CH:9]=[CH:10][CH:11]=[CH:12][CH:13]=1. The catalyst class is: 5. (2) Reactant: Br[C:2]1[CH:3]=[C:4]2[C:8](=[CH:9][C:10]=1[CH:11]([F:13])[F:12])[N:7]([C:14]([O:16][C:17]([CH3:20])([CH3:19])[CH3:18])=[O:15])[CH2:6][CH2:5]2.[CH3:21][N:22]1[CH:26]=[C:25](B2OC(C)(C)C(C)(C)O2)[CH:24]=[N:23]1.C([O-])([O-])=O.[K+].[K+]. Product: [F:12][CH:11]([F:13])[C:10]1[CH:9]=[C:8]2[C:4]([CH2:5][CH2:6][N:7]2[C:14]([O:16][C:17]([CH3:20])([CH3:19])[CH3:18])=[O:15])=[CH:3][C:2]=1[C:25]1[CH:24]=[N:23][N:22]([CH3:21])[CH:26]=1. The catalyst class is: 117. (3) Reactant: [CH2:1]([O:5][C:6]1[CH:11]=[CH:10][C:9]([C:12]2(O)[CH2:21][CH2:20][C:15]3([O:19][CH2:18][CH2:17][O:16]3)[CH2:14][CH2:13]2)=[C:8]([F:23])[C:7]=1[F:24])[CH2:2][CH2:3][CH3:4].C1(C)C=CC(S(O)(=O)=O)=CC=1. Product: [CH2:1]([O:5][C:6]1[CH:11]=[CH:10][C:9]([CH:12]2[CH2:21][CH2:20][C:15]3([O:16][CH2:17][CH2:18][O:19]3)[CH2:14][CH2:13]2)=[C:8]([F:23])[C:7]=1[F:24])[CH2:2][CH2:3][CH3:4]. The catalyst class is: 11. (4) Reactant: C(=O)([O-])[O-].[K+].[K+].Cl.[NH2:8][OH:9].[C:10]([C@@H:12]([NH:17][C:18](=[O:24])[O:19][C:20]([CH3:23])([CH3:22])[CH3:21])[CH2:13][CH:14]1[CH2:16][CH2:15]1)#[N:11]. Product: [NH2:11]/[C:10](=[N:8]\[OH:9])/[C@@H:12]([NH:17][C:18](=[O:24])[O:19][C:20]([CH3:21])([CH3:23])[CH3:22])[CH2:13][CH:14]1[CH2:16][CH2:15]1. The catalyst class is: 97. (5) Reactant: [NH:1]([C:8]([C:10]1[N:11]([CH2:27][C:28]([O:30]C(C)(C)C)=[O:29])[C:12]2[C:17]([CH:18]=1)=[CH:16][C:15]([NH:19][C:20](=[O:26])[CH2:21][C:22]([CH3:25])([CH3:24])[CH3:23])=[CH:14][CH:13]=2)=[O:9])[C:2]1[CH:7]=[CH:6][CH:5]=[CH:4][CH:3]=1.FC(F)(F)C(O)=O. Product: [NH:1]([C:8]([C:10]1[N:11]([CH2:27][C:28]([OH:30])=[O:29])[C:12]2[C:17]([CH:18]=1)=[CH:16][C:15]([NH:19][C:20](=[O:26])[CH2:21][C:22]([CH3:25])([CH3:23])[CH3:24])=[CH:14][CH:13]=2)=[O:9])[C:2]1[CH:7]=[CH:6][CH:5]=[CH:4][CH:3]=1. The catalyst class is: 4. (6) Reactant: [C:1]([N:8]1[CH2:13][CH2:12][CH:11]([NH2:14])[CH2:10][CH2:9]1)([O:3][C:4]([CH3:7])([CH3:6])[CH3:5])=[O:2].Cl[C:16]1[N:21]=[CH:20][CH:19]=[CH:18][N:17]=1.C(N(C(C)C)CC)(C)C. Product: [C:4]([O:3][C:1]([N:8]1[CH2:13][CH2:12][CH:11]([NH:14][C:16]2[N:21]=[CH:20][CH:19]=[CH:18][N:17]=2)[CH2:10][CH2:9]1)=[O:2])([CH3:7])([CH3:6])[CH3:5]. The catalyst class is: 32. (7) Product: [NH2:29][C:23]1[N:24]([CH3:28])[C:25](=[O:27])[CH2:26][C:21]2([C:9]3[CH:8]=[C:7]([C:3]4[CH2:2][O:1][CH2:6][CH2:5][CH:4]=4)[N:12]=[C:11]([F:13])[C:10]=3[O:14][C:15]3[C:20]2=[CH:19][C:18]([C:37]2[C:38]([F:43])=[N:39][CH:40]=[CH:41][CH:42]=2)=[CH:17][CH:16]=3)[N:22]=1. Reactant: [O:1]1[CH2:6][CH2:5][CH:4]=[C:3]([C:7]2[N:12]=[C:11]([F:13])[C:10]3[O:14][C:15]4[C:20]([C:21]5([CH2:26][C:25](=[O:27])[N:24]([CH3:28])[C:23]([NH:29]C(=O)OC(C)(C)C)=[N:22]5)[C:9]=3[CH:8]=2)=[CH:19][C:18]([C:37]2[C:38]([F:43])=[N:39][CH:40]=[CH:41][CH:42]=2)=[CH:17][CH:16]=4)[CH2:2]1.C(O)(C(F)(F)F)=O. The catalyst class is: 2.